Dataset: Reaction yield outcomes from USPTO patents with 853,638 reactions. Task: Predict the reaction yield, written as a fraction of the theoretical maximum amount of product (1.0 means a 100% yield; for example, 0.34 means a 34% yield). (1) The reactants are [Cl:1][C:2]1[C:3](Cl)=[N:4][CH:5]=[C:6]([CH:23]=1)[C:7]([NH:9][S:10]([C:13]1[CH:18]=[CH:17][CH:16]=[CH:15][C:14]=1[S:19](=[O:22])(=[O:21])[NH2:20])(=[O:12])=[O:11])=[O:8].[CH3:25][C:26]([CH3:30])([CH3:29])[C:27]#[CH:28]. No catalyst specified. The product is [Cl:1][C:2]1[C:3]([C:28]#[C:27][C:26]([CH3:30])([CH3:29])[CH3:25])=[N:4][CH:5]=[C:6]([CH:23]=1)[C:7]([NH:9][S:10]([C:13]1[CH:18]=[CH:17][CH:16]=[CH:15][C:14]=1[S:19](=[O:22])(=[O:21])[NH2:20])(=[O:12])=[O:11])=[O:8]. The yield is 0.340. (2) The reactants are [CH3:1][C@H:2]1[C@H:11]([CH3:12])[C@@H:10]([NH:13][C:14](=[O:23])[O:15][CH2:16][C:17]2[CH:22]=[CH:21][CH:20]=[CH:19][CH:18]=2)[C:9]2[C:4](=[CH:5][CH:6]=[C:7]([O:24][CH:25]3[CH2:29][CH2:28][O:27][CH2:26]3)[CH:8]=2)[NH:3]1.CCN(C(C)C)C(C)C.[C:39](Cl)(=[O:41])[CH3:40]. The catalyst is ClCCl. The product is [C:39]([N:3]1[C:4]2[C:9](=[CH:8][C:7]([O:24][CH:25]3[CH2:29][CH2:28][O:27][CH2:26]3)=[CH:6][CH:5]=2)[C@H:10]([NH:13][C:14](=[O:23])[O:15][CH2:16][C:17]2[CH:22]=[CH:21][CH:20]=[CH:19][CH:18]=2)[C@@H:11]([CH3:12])[C@@H:2]1[CH3:1])(=[O:41])[CH3:40]. The yield is 0.880. (3) The reactants are [Br:1][C:2]1[C:3](=[O:17])[NH:4][C:5](=[O:16])[N:6]([CH2:8][CH2:9][C:10]2[CH:15]=CC=C[CH:11]=2)[N:7]=1.I[CH2:19]CC(C)(C)C. No catalyst specified. The product is [Br:1][C:2]1[C:3](=[O:17])[NH:4][C:5](=[O:16])[N:6]([CH2:8][CH2:9][C:10]([CH3:11])([CH3:15])[CH3:19])[N:7]=1. The yield is 0.190. (4) The reactants are [H-].[Al+3].[Li+].[H-].[H-].[H-].[CH2:7]([O:14][C:15]1[CH:20]=[CH:19][C:18]([NH:21][C:22]([C:24]2[CH:25]=[C:26]3[C:31](=[CH:32][CH:33]=2)[N:30]=[CH:29][CH:28]=[CH:27]3)=O)=[CH:17][CH:16]=1)[C:8]1[CH:13]=[CH:12][CH:11]=[CH:10][CH:9]=1.O(C1SC(CNC(C2C=C3CCNC3=NC=2)=O)=CC=1)C1C=CC=CC=1.[Cl-].[NH4+]. The catalyst is O1CCCC1. The product is [CH2:7]([O:14][C:15]1[CH:16]=[CH:17][C:18]([NH:21][CH2:22][C:24]2[CH:25]=[C:26]3[C:31](=[CH:32][CH:33]=2)[N:30]=[CH:29][CH:28]=[CH:27]3)=[CH:19][CH:20]=1)[C:8]1[CH:9]=[CH:10][CH:11]=[CH:12][CH:13]=1. The yield is 0.330. (5) The reactants are [Cl:1][C:2]1[CH:7]=[CH:6][C:5]([C@@H:8]2[CH2:13][CH2:12][N:11](C(OC(C)(C)C)=O)[CH2:10][C@H:9]2[CH2:21][O:22][C:23]2[CH:28]=[C:27]([F:29])[C:26]([S:30](=[O:49])(=[O:48])[N:31](CC3C=CC(OC)=CC=3OC)[C:32]3[S:36]N=[CH:34][N:33]=3)=[CH:25][C:24]=2[F:50])=[CH:4][CH:3]=1.N1(C([O-])=O)CCC[CH2:53][CH2:52]1. No catalyst specified. The product is [Cl:1][C:2]1[CH:7]=[CH:6][C:5]([C@@H:8]2[CH2:13][CH2:12][NH:11][CH2:10][C@H:9]2[CH2:21][O:22][C:23]2[C:24]([F:50])=[CH:25][C:26]([S:30]([NH:31][C:32]3[S:36][C:52]([CH3:53])=[CH:34][N:33]=3)(=[O:49])=[O:48])=[C:27]([F:29])[CH:28]=2)=[CH:4][CH:3]=1. The yield is 0.710.